From a dataset of Forward reaction prediction with 1.9M reactions from USPTO patents (1976-2016). Predict the product of the given reaction. Given the reactants Br[C:2]1[CH:24]=[CH:23][C:5]2[CH2:6][CH2:7][CH2:8][CH2:9][N:10]([S:11]([C:14]3[CH:19]=[CH:18][CH:17]=[C:16]([N+:20]([O-:22])=[O:21])[CH:15]=3)(=[O:13])=[O:12])[C:4]=2[CH:3]=1.O.N.[CH3:27][N:28](C=O)C, predict the reaction product. The product is: [N+:20]([C:16]1[CH:15]=[C:14]([S:11]([N:10]2[C:4]3[CH:3]=[C:2]([C:27]#[N:28])[CH:24]=[CH:23][C:5]=3[CH2:6][CH2:7][CH2:8][CH2:9]2)(=[O:12])=[O:13])[CH:19]=[CH:18][CH:17]=1)([O-:22])=[O:21].